Predict which catalyst facilitates the given reaction. From a dataset of Catalyst prediction with 721,799 reactions and 888 catalyst types from USPTO. (1) Reactant: [O:1]=[C:2]([NH:25][CH2:26][C:27]1[CH:28]=[N:29][CH:30]=[CH:31][CH:32]=1)[CH2:3][CH2:4][CH2:5][CH2:6][CH2:7][C:8]([NH:10][C:11]1[CH:16]=[CH:15][CH:14]=[CH:13][C:12]=1[NH:17]C(=O)OC(C)(C)C)=[O:9].Cl. Product: [NH2:17][C:12]1[CH:13]=[CH:14][CH:15]=[CH:16][C:11]=1[NH:10][C:8](=[O:9])[CH2:7][CH2:6][CH2:5][CH2:4][CH2:3][C:2]([NH:25][CH2:26][C:27]1[CH:28]=[N:29][CH:30]=[CH:31][CH:32]=1)=[O:1]. The catalyst class is: 25. (2) Reactant: [O:1]=[C:2]1[C:7]2[N:8]=[C:9]([C:12]([F:15])([F:14])[F:13])[N:10]=[CH:11][C:6]=2[CH2:5][CH2:4][N:3]1C(OC(C)(C)C)=O.Cl. Product: [F:15][C:12]([F:13])([F:14])[C:9]1[N:10]=[CH:11][C:6]2[CH2:5][CH2:4][NH:3][C:2](=[O:1])[C:7]=2[N:8]=1. The catalyst class is: 12. (3) Reactant: [Br:1][C:2]1[CH:3]=[C:4]2[C:9](=[CH:10][CH:11]=1)[N:8]=[C:7]([C:12]1[CH:13]=[N:14][CH:15]=[CH:16][CH:17]=1)[NH:6][C:5]2=O.F[P-](F)(F)(F)(F)F.[N:26]1(O[P+](N(C)C)(N(C)C)N(C)C)[C:30]2C=CC=CC=2N=N1.N12CCCN=C1CCCCC2.CN.C1COCC1. Product: [Br:1][C:2]1[CH:3]=[C:4]2[C:9](=[CH:10][CH:11]=1)[N:8]=[C:7]([C:12]1[CH:13]=[N:14][CH:15]=[CH:16][CH:17]=1)[N:6]=[C:5]2[NH:26][CH3:30]. The catalyst class is: 18.